Dataset: Reaction yield outcomes from USPTO patents with 853,638 reactions. Task: Predict the reaction yield, written as a fraction of the theoretical maximum amount of product (1.0 means a 100% yield; for example, 0.34 means a 34% yield). (1) The reactants are Cl[C:2]1[C:7]([C:8](=O)[CH3:9])=[CH:6][CH:5]=[CH:4][N:3]=1.O.[NH2:12][NH2:13]. The catalyst is C(O)CCC. The product is [CH3:9][C:8]1[C:7]2[C:2](=[N:3][CH:4]=[CH:5][CH:6]=2)[NH:13][N:12]=1. The yield is 0.720. (2) The reactants are Cl.Cl.[Cl:3][C:4]1[C:12]2[NH:11][N:10]=[CH:9][C:8]=2[C:7]2[CH2:13][N:14]([CH2:23][C:24]3[CH:29]=[CH:28][N:27]=[CH:26][CH:25]=3)[C:15](=[O:22])[C@H:16]([CH2:18][C:19]([OH:21])=O)[CH2:17][C:6]=2[CH:5]=1.[NH:30]1[CH2:35][CH2:34][CH:33]([C:36]2[C:37](=[O:46])[NH:38][C:39]3[C:44]([CH:45]=2)=[CH:43][CH:42]=[CH:41][CH:40]=3)[CH2:32][CH2:31]1.ClC1C2NN=CC=2C2CN(CC(C)(C)C)C(=O)[C@H](CC(=O)N3CCC(N4CC5C(=CC=CC=5)NC4=O)CC3)CC=2C=1. No catalyst specified. The product is [Cl:3][C:4]1[C:12]2[NH:11][N:10]=[CH:9][C:8]=2[C:7]2[CH2:13][N:14]([CH2:23][C:24]3[CH:25]=[CH:26][N:27]=[CH:28][CH:29]=3)[C:15](=[O:22])[C@H:16]([CH2:18][C:19](=[O:21])[N:30]3[CH2:31][CH2:32][CH:33]([C:36]4[C:37](=[O:46])[NH:38][C:39]5[C:44]([CH:45]=4)=[CH:43][CH:42]=[CH:41][CH:40]=5)[CH2:34][CH2:35]3)[CH2:17][C:6]=2[CH:5]=1. The yield is 0.410. (3) The reactants are [CH3:1][CH:2]([CH3:13])[C:3]([NH:5][CH2:6][C:7]1[CH:12]=[N:11][CH:10]=[CH:9][N:8]=1)=O.CN(C=O)C. The catalyst is O=P(Cl)(Cl)Cl. The product is [CH:2]([C:3]1[N:8]2[CH:9]=[CH:10][N:11]=[CH:12][C:7]2=[CH:6][N:5]=1)([CH3:13])[CH3:1]. The yield is 0.220.